This data is from Full USPTO retrosynthesis dataset with 1.9M reactions from patents (1976-2016). The task is: Predict the reactants needed to synthesize the given product. (1) The reactants are: [Br:1][C:2]1[C:7]([OH:8])=[CH:6][CH:5]=[C:4]([CH3:9])[C:3]=1[CH:10]([OH:15])[C:11]([O:13][CH3:14])=[O:12].C(=O)([O-])[O-].[Cs+].[Cs+].[I-].[Na+]. Given the product [CH2:10]([O:8][C:7]1[C:2]([Br:1])=[C:3]([CH:10]([OH:15])[C:11]([O:13][CH3:14])=[O:12])[C:4]([CH3:9])=[CH:5][CH:6]=1)[C:3]1[CH:4]=[CH:5][CH:6]=[CH:7][CH:2]=1, predict the reactants needed to synthesize it. (2) Given the product [CH2:1]([O:3][C:4](=[O:20])[C:5]1[CH:6]=[CH:7][C:8]([C:11]2[S:12][CH:13]=[C:14]([C:16]([NH:19][C:29](=[O:36])[C:30]3[CH:35]=[CH:34][CH:33]=[CH:32][CH:31]=3)([CH3:17])[CH3:18])[N:15]=2)=[CH:9][CH:10]=1)[CH3:2], predict the reactants needed to synthesize it. The reactants are: [CH2:1]([O:3][C:4](=[O:20])[C:5]1[CH:10]=[CH:9][C:8]([C:11]2[S:12][CH:13]=[C:14]([C:16]([NH2:19])([CH3:18])[CH3:17])[N:15]=2)=[CH:7][CH:6]=1)[CH3:2].Br.CN1CCOCC1.[C:29](Cl)(=[O:36])[C:30]1[CH:35]=[CH:34][CH:33]=[CH:32][CH:31]=1. (3) Given the product [NH:1]([C:6]([O:8][CH2:9][C:10]1[CH:15]=[CH:14][CH:13]=[CH:12][CH:11]=1)=[O:7])[CH2:2][C:3]([O:5][N:43]1[C:48](=[O:49])[CH2:47][CH2:46][C:44]1=[O:45])=[O:4], predict the reactants needed to synthesize it. The reactants are: [NH:1]([C:6]([O:8][CH2:9][C:10]1[CH:15]=[CH:14][CH:13]=[CH:12][CH:11]=1)=[O:7])[CH2:2][C:3]([OH:5])=[O:4].C1COCC1.CCN(C(C)C)C(C)C.[B-](F)(F)(F)F.CN(C(O[N:43]1[C:48](=[O:49])[CH2:47][CH2:46][C:44]1=[O:45])=[N+](C)C)C. (4) Given the product [CH2:1]([C:3]1[S:28][C:6]2[N:7]([CH2:13][C:14]3[CH:19]=[CH:18][C:17]([C:20]4[C:21]([C:26]#[N:27])=[CH:22][CH:23]=[CH:24][CH:25]=4)=[CH:16][CH:15]=3)[C:8](=[O:12])[N:9]([CH2:39][C:36]([C:33]3[CH:34]=[CH:35][C:30]([F:29])=[CH:31][CH:32]=3)([OH:37])[CH3:38])[C:10](=[O:11])[C:5]=2[CH:4]=1)[CH3:2], predict the reactants needed to synthesize it. The reactants are: [CH2:1]([C:3]1[S:28][C:6]2[N:7]([CH2:13][C:14]3[CH:19]=[CH:18][C:17]([C:20]4[C:21]([C:26]#[N:27])=[CH:22][CH:23]=[CH:24][CH:25]=4)=[CH:16][CH:15]=3)[C:8](=[O:12])[NH:9][C:10](=[O:11])[C:5]=2[CH:4]=1)[CH3:2].[F:29][C:30]1[CH:35]=[CH:34][C:33]([C:36]2([CH3:39])[CH2:38][O:37]2)=[CH:32][CH:31]=1.C(=O)([O-])[O-].[K+].[K+].CN(C=O)C.